From a dataset of Full USPTO retrosynthesis dataset with 1.9M reactions from patents (1976-2016). Predict the reactants needed to synthesize the given product. (1) Given the product [C:14]([O:13][C:4]([CH3:3])([CH3:12])[CH2:5][C:6]1[CH:11]=[CH:10][CH:9]=[CH:8][CH:7]=1)(=[O:24])[C:15]1[C:16](=[CH:20][CH:21]=[CH:22][CH:23]=1)[C:17]([OH:19])=[O:18], predict the reactants needed to synthesize it. The reactants are: [H-].[K+].[CH3:3][C:4]([OH:13])([CH3:12])[CH2:5][C:6]1[CH:11]=[CH:10][CH:9]=[CH:8][CH:7]=1.[C:14]1(=[O:24])[O:19][C:17](=[O:18])[C:16]2=[CH:20][CH:21]=[CH:22][CH:23]=[C:15]12.CCN(C(C)C)C(C)C.OS([O-])(=O)=O.[K+]. (2) Given the product [CH:11]1([C:10]2[O:9][N:8]=[C:7]([C:14]3[CH:15]=[CH:16][CH:17]=[CH:18][CH:19]=3)[C:6]=2[C:4](=[O:5])[CH3:21])[CH2:12][CH2:13]1, predict the reactants needed to synthesize it. The reactants are: CON(C)[C:4]([C:6]1[C:7]([C:14]2[CH:19]=[CH:18][CH:17]=[CH:16][CH:15]=2)=[N:8][O:9][C:10]=1[CH:11]1[CH2:13][CH2:12]1)=[O:5].[CH3:21][Mg]Br. (3) Given the product [OH:29][C@@H:26]1[CH2:27][CH2:28][N:24]([C:3]2[C:2]([C:34]3[CH:35]=[N:30][CH:31]=[N:32][CH:33]=3)=[CH:23][C:6]([C:7]([NH:9][C:10]3[CH:11]=[CH:12][C:13]([S:16]([C:19]([F:21])([F:20])[F:22])(=[O:18])=[O:17])=[CH:14][CH:15]=3)=[O:8])=[CH:5][N:4]=2)[CH2:25]1, predict the reactants needed to synthesize it. The reactants are: Cl[C:2]1[C:3]([N:24]2[CH2:28][CH2:27][C@@H:26]([OH:29])[CH2:25]2)=[N:4][CH:5]=[C:6]([CH:23]=1)[C:7]([NH:9][C:10]1[CH:15]=[CH:14][C:13]([S:16]([C:19]([F:22])([F:21])[F:20])(=[O:18])=[O:17])=[CH:12][CH:11]=1)=[O:8].[N:30]1[CH:35]=[C:34](B(O)O)[CH:33]=[N:32][CH:31]=1.